This data is from NCI-60 drug combinations with 297,098 pairs across 59 cell lines. The task is: Regression. Given two drug SMILES strings and cell line genomic features, predict the synergy score measuring deviation from expected non-interaction effect. Drug 1: COC1=C(C=C2C(=C1)N=CN=C2NC3=CC(=C(C=C3)F)Cl)OCCCN4CCOCC4. Drug 2: C1CCC(C(C1)N)N.C(=O)(C(=O)[O-])[O-].[Pt+4]. Cell line: PC-3. Synergy scores: CSS=13.6, Synergy_ZIP=-8.32, Synergy_Bliss=-11.5, Synergy_Loewe=-7.19, Synergy_HSA=-6.79.